This data is from Catalyst prediction with 721,799 reactions and 888 catalyst types from USPTO. The task is: Predict which catalyst facilitates the given reaction. (1) Reactant: [NH2:1][C:2]1[C:15]2[C:6](=[CH:7][C:8]3[C:9]4[C:14]=2[C:13](=[O:16])[N:12]([CH2:17][CH2:18][N:19]([CH3:21])[CH3:20])[C:11](=[O:22])[C:10]=4[CH:23]=[CH:24][CH:25]=3)[CH:5]=[CH:4][CH:3]=1.[O:26]1[CH:30]=[CH:29][CH:28]=[C:27]1[CH2:31][N:32]=[C:33]=[S:34]. Product: [CH3:21][N:19]([CH3:20])[CH2:18][CH2:17][N:12]1[C:11](=[O:22])[C:10]2[CH:23]=[CH:24][CH:25]=[C:8]3[C:9]=2[C:14](=[C:15]2[C:2]([NH:1][C:33]([NH:32][CH2:31][C:27]4[O:26][CH:30]=[CH:29][CH:28]=4)=[S:34])=[CH:3][CH:4]=[CH:5][C:6]2=[CH:7]3)[C:13]1=[O:16]. The catalyst class is: 10. (2) Reactant: C([O:4][C@@H:5]([C:7]1[N:11]=[C:10]([C:12]2[CH:17]=[CH:16][CH:15]=[C:14]([Cl:18])[CH:13]=2)[O:9][N:8]=1)[CH3:6])(=O)C.O.[OH-].[Li+]. Product: [Cl:18][C:14]1[CH:13]=[C:12]([C:10]2[O:9][N:8]=[C:7]([C@H:5]([OH:4])[CH3:6])[N:11]=2)[CH:17]=[CH:16][CH:15]=1. The catalyst class is: 20. (3) Reactant: [CH3:1][C:2]1[CH:3]=[C:4]2[C:9](=[CH:10][CH:11]=1)[N:8]=[CH:7][CH:6]=[CH:5]2.[C-:12]#[N:13].[K+].[Cl:15][C:16]1[CH:24]=[CH:23][C:19]([C:20](Cl)=[O:21])=[CH:18][CH:17]=1. Product: [Cl:15][C:16]1[CH:24]=[CH:23][C:19]([C:20]([N:8]2[C:9]3[C:4](=[CH:3][C:2]([CH3:1])=[CH:11][CH:10]=3)[CH:5]=[CH:6][CH:7]2[C:12]#[N:13])=[O:21])=[CH:18][CH:17]=1. The catalyst class is: 46. (4) The catalyst class is: 235. Product: [Cl:22][C:17]1[CH:16]=[C:15]([NH:14][C:7]2[C:6]3[C:11](=[C:2]([C:33]4[CH:34]=[CH:35][O:31][CH:32]=4)[CH:3]=[C:4]([NH:23][CH2:24][C:25]4[CH:26]=[N:27][CH:28]=[CH:29][CH:30]=4)[CH:5]=3)[N:10]=[CH:9][C:8]=2[C:12]#[N:13])[CH:20]=[CH:19][C:18]=1[F:21]. Reactant: Br[C:2]1[CH:3]=[C:4]([NH:23][CH2:24][C:25]2[CH:26]=[N:27][CH:28]=[CH:29][CH:30]=2)[CH:5]=[C:6]2[C:11]=1[N:10]=[CH:9][C:8]([C:12]#[N:13])=[C:7]2[NH:14][C:15]1[CH:20]=[CH:19][C:18]([F:21])=[C:17]([Cl:22])[CH:16]=1.[O:31]1[CH:35]=[CH:34][C:33](B(O)O)=[CH:32]1.C([O-])([O-])=O.[Na+].[Na+]. (5) Reactant: [CH3:1][C:2]1[N:3]=[C:4]2[C:13]3[NH:12][C@H:11]([C:14]4[CH:19]=[CH:18][CH:17]=[CH:16][CH:15]=4)[C@@H:10]([OH:20])[C@:9]([CH3:22])(O)[C:8]=3[CH:7]=[CH:6][N:5]2[C:23]=1[CH3:24].S(=O)(=O)(O)O.C(=O)([O-])O.[Na+]. Product: [CH3:1][C:2]1[N:3]=[C:4]2[C:13]3[NH:12][C@H:11]([C:14]4[CH:19]=[CH:18][CH:17]=[CH:16][CH:15]=4)[C@@H:10]([OH:20])[C:9](=[CH2:22])[C:8]=3[CH:7]=[CH:6][N:5]2[C:23]=1[CH3:24]. The catalyst class is: 141. (6) Product: [CH3:16][N:17]([CH2:2][C:3]1[C:7]2[CH:8]=[CH:9][CH:10]=[CH:11][C:6]=2[O:5][C:4]=1[C:12]([O:14][CH3:15])=[O:13])[CH3:18]. Reactant: Br[CH2:2][C:3]1[C:7]2[CH:8]=[CH:9][CH:10]=[CH:11][C:6]=2[O:5][C:4]=1[C:12]([O:14][CH3:15])=[O:13].[CH3:16][NH:17][CH3:18]. The catalyst class is: 39. (7) Reactant: CS[C:3]([NH:9][C:10]1[CH:15]=[CH:14][CH:13]=[CH:12][CH:11]=1)=[C:4]([C:7]#[N:8])[C:5]#[N:6].[NH2:16][NH2:17]. Product: [NH2:6][C:5]1[NH:17][N:16]=[C:3]([NH:9][C:10]2[CH:15]=[CH:14][CH:13]=[CH:12][CH:11]=2)[C:4]=1[C:7]#[N:8]. The catalyst class is: 14.